Dataset: Reaction yield outcomes from USPTO patents with 853,638 reactions. Task: Predict the reaction yield, written as a fraction of the theoretical maximum amount of product (1.0 means a 100% yield; for example, 0.34 means a 34% yield). (1) The reactants are [OH:1][C:2]1[CH:24]=[CH:23][C:5]2[C:6](=[O:22])/[C:7](=[CH:9]/[C:10]3[C:18]4[C:13](=[CH:14][CH:15]=[C:16]([N+:19]([O-:21])=[O:20])[CH:17]=4)[NH:12][CH:11]=3)/[O:8][C:4]=2[C:3]=1[CH2:25][N:26]1[CH2:31][CH2:30][N:29](C(OC(C)(C)C)=O)[CH2:28][CH2:27]1.[ClH:39]. The catalyst is C(Cl)Cl.O1CCOCC1. The product is [ClH:39].[ClH:39].[OH:1][C:2]1[CH:24]=[CH:23][C:5]2[C:6](=[O:22])/[C:7](=[CH:9]/[C:10]3[C:18]4[C:13](=[CH:14][CH:15]=[C:16]([N+:19]([O-:21])=[O:20])[CH:17]=4)[NH:12][CH:11]=3)/[O:8][C:4]=2[C:3]=1[CH2:25][N:26]1[CH2:31][CH2:30][NH:29][CH2:28][CH2:27]1. The yield is 0.690. (2) The reactants are [C:1]1([C:14]([OH:16])=O)[C:13]2[NH:12][C:11]3[C:6](=[CH:7][CH:8]=[CH:9][CH:10]=3)[C:5]=2[CH:4]=[CH:3][CH:2]=1.ON1C2C=CC=CC=2N=N1.Cl.C(N=C=NCCCN(C)C)C.[N:39]1[CH:44]=[C:43]([C:45]2[CH:46]=[C:47]([CH:49]=[CH:50][CH:51]=2)[NH2:48])[CH:42]=[N:41][CH:40]=1. The catalyst is ClCCl.CN(C)C1C=CN=CC=1. The product is [N:39]1[CH:44]=[C:43]([C:45]2[CH:46]=[C:47]([NH:48][C:14]([C:1]3[C:13]4[NH:12][C:11]5[C:6](=[CH:7][CH:8]=[CH:9][CH:10]=5)[C:5]=4[CH:4]=[CH:3][CH:2]=3)=[O:16])[CH:49]=[CH:50][CH:51]=2)[CH:42]=[N:41][CH:40]=1. The yield is 0.431.